Dataset: Forward reaction prediction with 1.9M reactions from USPTO patents (1976-2016). Task: Predict the product of the given reaction. (1) Given the reactants Cl[C:2]1[C:12]2[C:11](=[O:13])[NH:10][CH2:9][CH2:8][NH:7][C:6]=2[CH:5]=[C:4]([Cl:14])[N:3]=1.[NH2:15][C:16]1[CH:21]=[CH:20][C:19]([N:22]2[CH2:27][CH2:26][N:25]([C:28]([O:30][C:31]([CH3:34])([CH3:33])[CH3:32])=[O:29])[CH2:24][CH2:23]2)=[CH:18][CH:17]=1.C(N(CC)C(C)C)(C)C, predict the reaction product. The product is: [Cl:14][C:4]1[N:3]=[C:2]([NH:15][C:16]2[CH:21]=[CH:20][C:19]([N:22]3[CH2:27][CH2:26][N:25]([C:28]([O:30][C:31]([CH3:34])([CH3:33])[CH3:32])=[O:29])[CH2:24][CH2:23]3)=[CH:18][CH:17]=2)[C:12]2[C:11](=[O:13])[NH:10][CH2:9][CH2:8][NH:7][C:6]=2[CH:5]=1. (2) The product is: [F:1][C:2]1[CH:7]=[C:6]([F:8])[CH:5]=[CH:4][C:3]=1[C:9]1[N:14]=[C:13]([CH:15]([C:16]2[C:23]([F:24])=[CH:22][C:19]([C:20]#[N:21])=[CH:18][C:17]=2[F:25])[C:40](=[O:41])[C:39]#[C:38][Si:37]([CH3:46])([CH3:45])[CH3:36])[CH:12]=[CH:11][CH:10]=1. Given the reactants [F:1][C:2]1[CH:7]=[C:6]([F:8])[CH:5]=[CH:4][C:3]=1[C:9]1[N:14]=[C:13]([CH2:15][C:16]2[C:23]([F:24])=[CH:22][C:19]([C:20]#[N:21])=[CH:18][C:17]=2[F:25])[CH:12]=[CH:11][CH:10]=1.C[Si]([N-][Si](C)(C)C)(C)C.[Li+].[CH3:36][Si:37]([CH3:46])([CH3:45])[C:38]#[C:39][C:40](OCC)=[O:41], predict the reaction product.